This data is from Full USPTO retrosynthesis dataset with 1.9M reactions from patents (1976-2016). The task is: Predict the reactants needed to synthesize the given product. Given the product [CH3:9][O:10][C:11]1[CH:12]=[CH:13][C:14]([CH2:15][N:16]2[CH:20]=[C:19]([C:21]3[N:22]=[C:23]([NH2:26])[S:24][C:25]=3[Cl:8])[CH:18]=[N:17]2)=[CH:27][CH:28]=1, predict the reactants needed to synthesize it. The reactants are: C1C(=O)N([Cl:8])C(=O)C1.[CH3:9][O:10][C:11]1[CH:28]=[CH:27][C:14]([CH2:15][N:16]2[CH:20]=[C:19]([C:21]3[N:22]=[C:23]([NH2:26])[S:24][CH:25]=3)[CH:18]=[N:17]2)=[CH:13][CH:12]=1.